Dataset: Full USPTO retrosynthesis dataset with 1.9M reactions from patents (1976-2016). Task: Predict the reactants needed to synthesize the given product. (1) Given the product [C:1]([NH:5][C:6]([C:8]1[C:16]2[C:11](=[N:12][CH:13]=[C:14]([NH:17][C:18]3[CH:23]=[CH:22][C:21]([CH3:24])=[CH:20][C:19]=3[CH3:25])[N:15]=2)[NH:10][CH:9]=1)=[O:7])([CH3:4])([CH3:3])[CH3:2], predict the reactants needed to synthesize it. The reactants are: [C:1]([NH:5][C:6]([C:8]1[C:16]2[C:11](=[N:12][CH:13]=[C:14]([NH:17][C:18]3[CH:23]=[CH:22][C:21]([CH3:24])=[CH:20][C:19]=3[CH3:25])[N:15]=2)[N:10](COCC[Si](C)(C)C)[CH:9]=1)=[O:7])([CH3:4])([CH3:3])[CH3:2].FC(F)(F)C(O)=O. (2) Given the product [Cl:1][C:2]1[N:7]=[CH:6][C:5]([C:8]#[N:9])=[C:4]([NH:19][C:14]2[CH:13]=[C:12]([CH3:11])[CH:17]=[C:16]([CH3:18])[N:15]=2)[CH:3]=1, predict the reactants needed to synthesize it. The reactants are: [Cl:1][C:2]1[N:7]=[CH:6][C:5]([C:8]#[N:9])=[C:4](I)[CH:3]=1.[CH3:11][C:12]1[CH:17]=[C:16]([CH3:18])[N:15]=[C:14]([NH2:19])[CH:13]=1.CC1(C)C2C(=C(P(C3C=CC=CC=3)C3C=CC=CC=3)C=CC=2)OC2C(P(C3C=CC=CC=3)C3C=CC=CC=3)=CC=CC1=2.C(=O)([O-])[O-].[Cs+].[Cs+].